The task is: Predict the product of the given reaction.. This data is from Forward reaction prediction with 1.9M reactions from USPTO patents (1976-2016). (1) Given the reactants [NH2:1][C:2]1[CH:10]=[CH:9][C:8]([F:11])=[CH:7][C:3]=1[C:4]([OH:6])=[O:5].[F:12][C:13]([F:24])([F:23])[C:14](O[C:14](=[O:15])[C:13]([F:24])([F:23])[F:12])=[O:15], predict the reaction product. The product is: [F:11][C:8]1[CH:9]=[CH:10][C:2]([NH:1][C:14](=[O:15])[C:13]([F:24])([F:23])[F:12])=[C:3]([CH:7]=1)[C:4]([OH:6])=[O:5]. (2) Given the reactants [CH2:1]([O:8][N:9]1[C:18](=[O:19])[C:17]2[C:12](=[CH:13][C:14]([F:21])=[C:15]([F:20])[CH:16]=2)[NH:11][C:10]1=[O:22])[C:2]1[CH:7]=[CH:6][CH:5]=[CH:4][CH:3]=1.[H-].[Na+].[F:25][CH2:26][CH2:27]I, predict the reaction product. The product is: [CH2:1]([O:8][N:9]1[C:18](=[O:19])[C:17]2[C:12](=[CH:13][C:14]([F:21])=[C:15]([F:20])[CH:16]=2)[N:11]([CH2:27][CH2:26][F:25])[C:10]1=[O:22])[C:2]1[CH:7]=[CH:6][CH:5]=[CH:4][CH:3]=1. (3) Given the reactants [CH:1]1([CH:7]([C:18]2[CH:22]=[C:21]([C:23]3[CH:28]=[CH:27][C:26]([C:29]([F:32])([F:31])[F:30])=[CH:25][CH:24]=3)[O:20][C:19]=2[CH2:33][O:34][CH3:35])[O:8][C:9]2[CH:17]=[CH:16][C:12]([C:13](O)=[O:14])=[CH:11][CH:10]=2)[CH2:6][CH2:5][CH2:4][CH2:3][CH2:2]1.[CH3:36][NH:37][CH2:38][CH2:39][C:40]([O:42]CC)=[O:41].Cl.C(N=C=NCCCN(C)C)C.O.OC1C2N=NNC=2C=CC=1, predict the reaction product. The product is: [CH:1]1([CH:7]([C:18]2[CH:22]=[C:21]([C:23]3[CH:28]=[CH:27][C:26]([C:29]([F:32])([F:31])[F:30])=[CH:25][CH:24]=3)[O:20][C:19]=2[CH2:33][O:34][CH3:35])[O:8][C:9]2[CH:10]=[CH:11][C:12]([C:13]([N:37]([CH3:36])[CH2:38][CH2:39][C:40]([OH:42])=[O:41])=[O:14])=[CH:16][CH:17]=2)[CH2:2][CH2:3][CH2:4][CH2:5][CH2:6]1.